Dataset: Retrosynthesis with 50K atom-mapped reactions and 10 reaction types from USPTO. Task: Predict the reactants needed to synthesize the given product. (1) Given the product COCc1c(C=NO)ncc2[nH]c3cccc(Cc4ccc(Cl)cc4)c3c12, predict the reactants needed to synthesize it. The reactants are: COCc1c(C=O)ncc2[nH]c3cccc(Cc4ccc(Cl)cc4)c3c12.NO. (2) Given the product Cc1ccc(OCCO[Si](C)(C)C(C)(C)C)cc1N, predict the reactants needed to synthesize it. The reactants are: Cc1ccc(OCCO[Si](C)(C)C(C)(C)C)cc1[N+](=O)[O-]. (3) The reactants are: CC(C)Oc1cc(O)cc(C(=O)Nc2ccn(C)n2)c1.N#Cc1cnc(Cl)cn1. Given the product CC(C)Oc1cc(Oc2cnc(C#N)cn2)cc(C(=O)Nc2ccn(C)n2)c1, predict the reactants needed to synthesize it. (4) Given the product c1ccc2oc(-c3cnc4c(c3)C[C@@]3(CN5CCC3CC5)O4)cc2c1, predict the reactants needed to synthesize it. The reactants are: Brc1cnc2c(c1)C[C@@]1(CN3CCC1CC3)O2.OB(O)c1cc2ccccc2o1. (5) Given the product N#CC1(c2cccc(Sc3ccc4c(Cl)cc(Cl)nc4c3)c2)CCOCC1, predict the reactants needed to synthesize it. The reactants are: Clc1cc(Cl)c2ccc(I)cc2n1.N#CC1(c2cccc(S)c2)CCOCC1. (6) Given the product COC(=O)c1ccc(SC(Cn2ccnc2)c2ccc(F)cc2)cc1, predict the reactants needed to synthesize it. The reactants are: COC(=O)c1ccc(S)cc1.Fc1ccc(C(Cl)Cn2ccnc2)cc1. (7) Given the product CCCC(C(=O)O)c1c(C)nc(N2CCCCC2)nc1-c1cccc2cccnc12, predict the reactants needed to synthesize it. The reactants are: CCCC(C(=O)OC)c1c(C)nc(N2CCCCC2)nc1-c1cccc2cccnc12.